From a dataset of Full USPTO retrosynthesis dataset with 1.9M reactions from patents (1976-2016). Predict the reactants needed to synthesize the given product. (1) Given the product [I:16][C:17]1[CH:23]=[CH:22][C:20]([NH:21][CH2:12][C:11]2[CH:14]=[CH:15][C:8]([O:7][CH:2]3[CH2:3][CH2:4][CH2:5][CH2:6][O:1]3)=[CH:9][CH:10]=2)=[CH:19][CH:18]=1, predict the reactants needed to synthesize it. The reactants are: [O:1]1[CH2:6][CH2:5][CH2:4][CH2:3][CH:2]1[O:7][C:8]1[CH:15]=[CH:14][C:11]([CH:12]=O)=[CH:10][CH:9]=1.[I:16][C:17]1[CH:23]=[CH:22][C:20]([NH2:21])=[CH:19][CH:18]=1.S([O-])([O-])(=O)=O.[Mg+2].[BH4-].[Na+]. (2) Given the product [NH2:13][C:8]1[CH:9]=[CH:10][CH:11]=[CH:12][C:7]=1[NH:14][S:27]([C:21]1[CH:26]=[CH:25][CH:24]=[CH:23][CH:22]=1)(=[O:29])=[O:28], predict the reactants needed to synthesize it. The reactants are: C(OCC)(=O)C.[C:7]1([NH2:14])[CH:12]=[CH:11][CH:10]=[CH:9][C:8]=1[NH2:13].C(=O)([O-])[O-].[Na+].[Na+].[C:21]1([S:27](Cl)(=[O:29])=[O:28])[CH:26]=[CH:25][CH:24]=[CH:23][CH:22]=1. (3) Given the product [NH2:48][C:34]1[N:35]=[CH:36][C:37]([C:2]2[CH:3]=[N:4][N:5]([CH:7]3[CH2:20][C:9]4([CH2:12][N:11]([C:13]([O:15][C:16]([CH3:19])([CH3:18])[CH3:17])=[O:14])[CH2:10]4)[CH2:8]3)[CH:6]=2)=[CH:38][C:33]=1[O:32][CH:30]([C:23]1[C:24]([Cl:29])=[CH:25][CH:26]=[C:27]([F:28])[C:22]=1[Cl:21])[CH3:31], predict the reactants needed to synthesize it. The reactants are: Br[C:2]1[CH:3]=[N:4][N:5]([CH:7]2[CH2:20][C:9]3([CH2:12][N:11]([C:13]([O:15][C:16]([CH3:19])([CH3:18])[CH3:17])=[O:14])[CH2:10]3)[CH2:8]2)[CH:6]=1.[Cl:21][C:22]1[C:27]([F:28])=[CH:26][CH:25]=[C:24]([Cl:29])[C:23]=1[CH:30]([O:32][C:33]1[C:34]([NH2:48])=[N:35][CH:36]=[C:37](B2OC(C)(C)C(C)(C)O2)[CH:38]=1)[CH3:31].N#N.C([O-])([O-])=O.[Na+].[Na+]. (4) Given the product [CH3:11][C:12]1([CH3:26])[O:13][C:14](=[O:25])[NH:15][C:16]2[CH:21]=[CH:20][C:19]([C:2]3[S:6][C:5]([S:7]([NH2:10])(=[O:9])=[O:8])=[CH:4][CH:3]=3)=[CH:18][C:17]1=2, predict the reactants needed to synthesize it. The reactants are: Br[C:2]1[S:6][C:5]([S:7]([NH2:10])(=[O:9])=[O:8])=[CH:4][CH:3]=1.[CH3:11][C:12]1([CH3:26])[C:17]2[CH:18]=[C:19](B(O)O)[CH:20]=[CH:21][C:16]=2[NH:15][C:14](=[O:25])[O:13]1. (5) Given the product [F:1][C:2]([F:20])([F:19])[C:3]1[CH:18]=[CH:17][C:6]([CH2:7][O:8][C:9]2[CH:10]=[C:11]([CH:12]=[CH:13][CH:14]=2)[CH2:15][S:35][C:32]2[CH:33]=[CH:34][C:26]([O:25][CH2:24][C:23]([OH:36])=[O:22])=[C:27]3[C:31]=2[CH2:30][CH2:29][CH2:28]3)=[CH:5][CH:4]=1, predict the reactants needed to synthesize it. The reactants are: [F:1][C:2]([F:20])([F:19])[C:3]1[CH:18]=[CH:17][C:6]([CH2:7][O:8][C:9]2[CH:14]=[CH:13][CH:12]=[C:11]([CH2:15]Cl)[CH:10]=2)=[CH:5][CH:4]=1.C[O:22][C:23](=[O:36])[CH2:24][O:25][C:26]1[CH:34]=[CH:33][C:32]([SH:35])=[C:31]2[C:27]=1[CH2:28][CH2:29][CH2:30]2.